From a dataset of Full USPTO retrosynthesis dataset with 1.9M reactions from patents (1976-2016). Predict the reactants needed to synthesize the given product. (1) Given the product [CH2:11]([O:10][C:1](=[O:9])[CH:2]([CH2:21][C:20]1[CH:23]=[CH:24][CH:25]=[C:18]([C:17]([F:16])([F:26])[F:27])[CH:19]=1)[C:3]([O:5][CH2:6][CH:7]=[CH2:8])=[O:4])[CH:12]=[CH2:13], predict the reactants needed to synthesize it. The reactants are: [C:1]([O:10][CH2:11][CH:12]=[CH2:13])(=[O:9])[CH2:2][C:3]([O:5][CH2:6][CH:7]=[CH2:8])=[O:4].[H-].[Na+].[F:16][C:17]([F:27])([F:26])[C:18]1[CH:19]=[C:20]([CH:23]=[CH:24][CH:25]=1)[CH2:21]Br.Cl. (2) The reactants are: Br[C:2]1[C:3]([N:22]2[CH2:26][CH2:25][C@@H:24]([OH:27])[CH2:23]2)=[N:4][CH:5]=[C:6]([CH:21]=1)[C:7]([NH:9][C:10]1[CH:15]=[CH:14][C:13]([O:16][C:17]([F:20])([F:19])[F:18])=[CH:12][CH:11]=1)=[O:8].[CH3:28][C:29]1[N:34]=[CH:33][C:32](B2OC(C)(C)C(C)(C)O2)=[CH:31][N:30]=1.C([O-])([O-])=O.[Na+].[Na+].COCCOC. Given the product [OH:27][C@@H:24]1[CH2:25][CH2:26][N:22]([C:3]2[C:2]([C:32]3[CH:31]=[N:30][C:29]([CH3:28])=[N:34][CH:33]=3)=[CH:21][C:6]([C:7]([NH:9][C:10]3[CH:15]=[CH:14][C:13]([O:16][C:17]([F:20])([F:19])[F:18])=[CH:12][CH:11]=3)=[O:8])=[CH:5][N:4]=2)[CH2:23]1, predict the reactants needed to synthesize it. (3) Given the product [CH2:1]=[CH:2][C:3]1[CH:8]=[CH:7][CH:6]=[CH:5][CH:4]=1.[CH2:9]=[CH:10][CH:11]=[CH2:12].[CH2:1]=[CH:2][C:3]1[CH:8]=[CH:7][CH:6]=[CH:5][CH:4]=1, predict the reactants needed to synthesize it. The reactants are: [CH2:1]=[CH:2][C:3]1[CH:8]=[CH:7][CH:6]=[CH:5][CH:4]=1.[CH2:9]=[CH:10][CH:11]=[CH2:12].